This data is from Full USPTO retrosynthesis dataset with 1.9M reactions from patents (1976-2016). The task is: Predict the reactants needed to synthesize the given product. (1) Given the product [Br:1][C:2]1[CH:3]=[CH:4][C:5]([N:8]2[C:14](=[O:16])[C:13]3[CH:18]=[CH:19][N:20]=[CH:21][C:12]=3[N:11]([CH3:22])[C:9]2=[O:10])=[N:6][CH:7]=1, predict the reactants needed to synthesize it. The reactants are: [Br:1][C:2]1[CH:3]=[CH:4][C:5]([NH:8][C:9]([NH:11][C:12]2[CH:21]=[N:20][CH:19]=[CH:18][C:13]=2[C:14]([O:16]C)=O)=[O:10])=[N:6][CH:7]=1.[C:22](=O)([O-])[O-].[K+].[K+].COS(C1C=CC(C)=CC=1)(=O)=O. (2) Given the product [CH2:9]([C@@H:7]1[CH2:6][N:5]2[C@H:4]([CH2:3][C:24](=[O:23])[CH2:25][CH2:11]2)[CH2:8]1)[CH3:10], predict the reactants needed to synthesize it. The reactants are: CO[C:3](=O)[C@@H:4]1[CH2:8][C:7](=[CH:9][CH3:10])[CH2:6][N:5]1[C:11](OCC1C=CC=CC=1)=O.C[O:23][C:24](=O)[C@@H:25]1CC(=C)CN1C(OCC1C=CC=CC=1)=O.